This data is from Forward reaction prediction with 1.9M reactions from USPTO patents (1976-2016). The task is: Predict the product of the given reaction. (1) Given the reactants [OH:1][CH2:2][CH2:3][N:4]1[CH2:12][C:11]2[C:6](=[CH:7][CH:8]=[C:9]([C:13]3[S:14][C:15](I)=[CH:16][CH:17]=3)[CH:10]=2)[C:5]1=[O:19].CC1(C)C(C)(C)OB([C:28]2[CH:29]=[C:30]([NH:34][C:35](=[O:41])[O:36][C:37]([CH3:40])([CH3:39])[CH3:38])[CH:31]=[N:32][CH:33]=2)O1, predict the reaction product. The product is: [OH:1][CH2:2][CH2:3][N:4]1[CH2:12][C:11]2[C:6](=[CH:7][CH:8]=[C:9]([C:13]3[S:14][C:15]([C:28]4[CH:29]=[C:30]([NH:34][C:35](=[O:41])[O:36][C:37]([CH3:39])([CH3:38])[CH3:40])[CH:31]=[N:32][CH:33]=4)=[CH:16][CH:17]=3)[CH:10]=2)[C:5]1=[O:19]. (2) Given the reactants [C:1](O)(=O)C.O.[CH:6](=[O:13])[CH2:7][CH2:8][CH2:9][CH2:10][CH2:11][CH3:12], predict the reaction product. The product is: [CH2:1]=[C:7]([CH2:8][CH2:9][CH2:10][CH2:11][CH3:12])[CH:6]=[O:13]. (3) Given the reactants [F:1][C:2]1[CH:7]=[CH:6][C:5]([C:8]([C:10]2[N:11]=[C:12]([C:24]3[CH:29]=[CH:28][C:27]([O:30][CH3:31])=[CH:26][CH:25]=3)[N:13](S(C3C=CC=CC=3)(=O)=O)[CH:14]=2)=[O:9])=[CH:4][CH:3]=1.[F-].C([N+](CCCC)(CCCC)CCCC)CCC.C([O-])(O)=O.[Na+], predict the reaction product. The product is: [F:1][C:2]1[CH:3]=[CH:4][C:5]([C:8]([C:10]2[N:11]=[C:12]([C:24]3[CH:29]=[CH:28][C:27]([O:30][CH3:31])=[CH:26][CH:25]=3)[NH:13][CH:14]=2)=[O:9])=[CH:6][CH:7]=1.